Dataset: NCI-60 drug combinations with 297,098 pairs across 59 cell lines. Task: Regression. Given two drug SMILES strings and cell line genomic features, predict the synergy score measuring deviation from expected non-interaction effect. (1) Drug 1: C1CN(P(=O)(OC1)NCCCl)CCCl. Drug 2: COCCOC1=C(C=C2C(=C1)C(=NC=N2)NC3=CC=CC(=C3)C#C)OCCOC.Cl. Cell line: SW-620. Synergy scores: CSS=-3.04, Synergy_ZIP=2.74, Synergy_Bliss=1.05, Synergy_Loewe=-1.63, Synergy_HSA=-2.73. (2) Drug 1: CC1=C2C(C(=O)C3(C(CC4C(C3C(C(C2(C)C)(CC1OC(=O)C(C(C5=CC=CC=C5)NC(=O)OC(C)(C)C)O)O)OC(=O)C6=CC=CC=C6)(CO4)OC(=O)C)OC)C)OC. Drug 2: COC1=C(C=C2C(=C1)N=CN=C2NC3=CC(=C(C=C3)F)Cl)OCCCN4CCOCC4. Cell line: M14. Synergy scores: CSS=72.5, Synergy_ZIP=13.7, Synergy_Bliss=12.3, Synergy_Loewe=-10.7, Synergy_HSA=14.2. (3) Drug 1: CC12CCC(CC1=CCC3C2CCC4(C3CC=C4C5=CN=CC=C5)C)O. Drug 2: CC(C)CN1C=NC2=C1C3=CC=CC=C3N=C2N. Cell line: PC-3. Synergy scores: CSS=1.27, Synergy_ZIP=-0.861, Synergy_Bliss=-0.0366, Synergy_Loewe=0.309, Synergy_HSA=0.118. (4) Drug 1: CNC(=O)C1=NC=CC(=C1)OC2=CC=C(C=C2)NC(=O)NC3=CC(=C(C=C3)Cl)C(F)(F)F. Drug 2: CCC1(C2=C(COC1=O)C(=O)N3CC4=CC5=C(C=CC(=C5CN(C)C)O)N=C4C3=C2)O.Cl. Cell line: CCRF-CEM. Synergy scores: CSS=60.9, Synergy_ZIP=13.3, Synergy_Bliss=13.1, Synergy_Loewe=-10.5, Synergy_HSA=12.1. (5) Drug 1: C1CC(=O)NC(=O)C1N2CC3=C(C2=O)C=CC=C3N. Drug 2: CC=C1C(=O)NC(C(=O)OC2CC(=O)NC(C(=O)NC(CSSCCC=C2)C(=O)N1)C(C)C)C(C)C. Cell line: SF-268. Synergy scores: CSS=67.1, Synergy_ZIP=3.13, Synergy_Bliss=1.33, Synergy_Loewe=-28.6, Synergy_HSA=3.12. (6) Drug 1: CC1=C(N=C(N=C1N)C(CC(=O)N)NCC(C(=O)N)N)C(=O)NC(C(C2=CN=CN2)OC3C(C(C(C(O3)CO)O)O)OC4C(C(C(C(O4)CO)O)OC(=O)N)O)C(=O)NC(C)C(C(C)C(=O)NC(C(C)O)C(=O)NCCC5=NC(=CS5)C6=NC(=CS6)C(=O)NCCC[S+](C)C)O. Drug 2: CN(CC1=CN=C2C(=N1)C(=NC(=N2)N)N)C3=CC=C(C=C3)C(=O)NC(CCC(=O)O)C(=O)O. Cell line: UACC62. Synergy scores: CSS=29.1, Synergy_ZIP=-0.697, Synergy_Bliss=1.56, Synergy_Loewe=-15.2, Synergy_HSA=0.979.